From a dataset of Forward reaction prediction with 1.9M reactions from USPTO patents (1976-2016). Predict the product of the given reaction. (1) Given the reactants [CH:1]1([O:6][CH2:7][CH2:8][O:9][C:10]2[CH:20]=[CH:19][C:13]([O:14][CH2:15][CH:16]3[CH2:18][O:17]3)=[CH:12][CH:11]=2)[CH2:5][CH2:4][CH2:3][CH2:2]1.C1(OCCOC2C=CC(OCC(O)CNCCN[C:42]([NH:44][C:45]3[CH:50]=[CH:49][CH:48]=[CH:47][C:46]=3O)=[O:43])=CC=2)CCCC1, predict the reaction product. The product is: [CH:1]1([O:6][CH2:7][CH2:8][O:9][C:10]2[CH:20]=[CH:19][C:13]([O:14][CH2:15][CH:16]([OH:17])[CH2:18][NH:44][CH2:45][CH2:46][CH2:47][C:42]([NH:44][C:45]3[CH:46]=[CH:47][CH:48]=[CH:49][CH:50]=3)=[O:43])=[CH:12][CH:11]=2)[CH2:5][CH2:4][CH2:3][CH2:2]1. (2) Given the reactants [CH2:1]1[O:17][C:16]2[CH:15]=[CH:14][C:5]([CH:6]=[N:7][CH2:8][CH:9]([O:12][CH3:13])[O:10][CH3:11])=[CH:4][C:3]=2[O:2]1.[BH4-].[Na+], predict the reaction product. The product is: [CH2:1]1[O:17][C:16]2[CH:15]=[CH:14][C:5]([CH2:6][NH:7][CH2:8][CH:9]([O:12][CH3:13])[O:10][CH3:11])=[CH:4][C:3]=2[O:2]1. (3) Given the reactants C(OC([NH:8][C@H:9]1[CH2:14][CH2:13][CH2:12][N:11]([C:15]2[CH:20]=[CH:19][N:18]=[CH:17][C:16]=2[NH:21][C:22]([C:24]2[C:33]([NH:34]C(=O)OCC3C=CC=CC=3)=[CH:32][C:31]3[C:26](=[CH:27][C:28]([CH:45](O)[CH3:46])=[CH:29][CH:30]=3)[N:25]=2)=[O:23])[CH2:10]1)=O)(C)(C)C.C(N(S(F)(F)[F:54])CC)C.C([O-])(O)=O.[Na+].Br.CC(O)=O, predict the reaction product. The product is: [NH2:34][C:33]1[C:24]([C:22]([NH:21][C:16]2[CH:17]=[N:18][CH:19]=[CH:20][C:15]=2[N:11]2[CH2:12][CH2:13][CH2:14][C@H:9]([NH2:8])[CH2:10]2)=[O:23])=[N:25][C:26]2[C:31]([CH:32]=1)=[CH:30][CH:29]=[C:28]([CH:45]([F:54])[CH3:46])[CH:27]=2. (4) The product is: [OH:8][C:9]1[CH:10]=[C:11]([C:17]2[O:18][CH:19]=[C:20]([CH2:22][NH:23][C:24](=[O:32])[C:25]3[C:30]([CH3:31])=[CH:29][CH:28]=[CH:27][N:26]=3)[N:21]=2)[CH:12]=[CH:13][C:14]=1[O:15][CH3:16]. Given the reactants C([O:8][C:9]1[CH:10]=[C:11]([C:17]2[O:18][CH:19]=[C:20]([CH2:22][NH:23][C:24](=[O:32])[C:25]3[C:30]([CH3:31])=[CH:29][CH:28]=[CH:27][N:26]=3)[N:21]=2)[CH:12]=[CH:13][C:14]=1[O:15][CH3:16])C1C=CC=CC=1.[H][H], predict the reaction product. (5) The product is: [F:20][C:21]1[C:22]([N:30]2[N:34]=[CH:33][CH:32]=[N:31]2)=[C:23]([C:24]([N:16]2[CH2:17][CH:18]3[CH:14]([CH2:13][N:12]([C:7]4[N:6]=[CH:5][C:4]5[C:9](=[CH:10][CH:11]=[C:2]([F:1])[CH:3]=5)[N:8]=4)[CH2:19]3)[CH2:15]2)=[O:25])[CH:27]=[CH:28][CH:29]=1. Given the reactants [F:1][C:2]1[CH:3]=[C:4]2[C:9](=[CH:10][CH:11]=1)[N:8]=[C:7]([N:12]1[CH2:19][CH:18]3[CH:14]([CH2:15][NH:16][CH2:17]3)[CH2:13]1)[N:6]=[CH:5]2.[F:20][C:21]1[C:22]([N:30]2[N:34]=[CH:33][CH:32]=[N:31]2)=[C:23]([CH:27]=[CH:28][CH:29]=1)[C:24](O)=[O:25], predict the reaction product. (6) Given the reactants FC(F)(F)C(O)=O.[Cl:8][C:9]1[CH:14]=[C:13]2[NH:15][C:16](=[O:38])[C:17]3([CH:21]([C:22]4[CH:27]=[CH:26][CH:25]=[C:24]([Cl:28])[C:23]=4[F:29])[CH:20]([C:30]([OH:32])=O)[NH:19][CH:18]3[CH2:33][C:34]([CH3:37])([CH3:36])[CH3:35])[C:12]2=[CH:11][CH:10]=1.C(N(C(C)C)CC)(C)C.C1(P(Cl)(C2C=CC=CC=2)=O)C=CC=CC=1.[NH2:63][C:64]1[CH:65]=[N:66][C:67]([C:70]#[N:71])=[N:68][CH:69]=1, predict the reaction product. The product is: [C:70]([C:67]1[N:68]=[CH:69][C:64]([NH:63][C:30]([CH:20]2[NH:19][CH:18]([CH2:33][C:34]([CH3:37])([CH3:35])[CH3:36])[C:17]3([C:12]4[C:13](=[CH:14][C:9]([Cl:8])=[CH:10][CH:11]=4)[NH:15][C:16]3=[O:38])[CH:21]2[C:22]2[CH:27]=[CH:26][CH:25]=[C:24]([Cl:28])[C:23]=2[F:29])=[O:32])=[CH:65][N:66]=1)#[N:71].